From a dataset of Full USPTO retrosynthesis dataset with 1.9M reactions from patents (1976-2016). Predict the reactants needed to synthesize the given product. (1) Given the product [CH3:25][N:26]([CH3:27])[S:21]([C:7]1[N:8]([S:11]([C:14]2[CH:19]=[CH:18][C:17]([CH3:20])=[CH:16][CH:15]=2)(=[O:13])=[O:12])[C:9]2[C:5]([CH:6]=1)=[CH:4][CH:3]=[C:2]([Cl:1])[CH:10]=2)(=[O:23])=[O:22], predict the reactants needed to synthesize it. The reactants are: [Cl:1][C:2]1[CH:10]=[C:9]2[C:5]([CH:6]=[C:7]([S:21](Cl)(=[O:23])=[O:22])[N:8]2[S:11]([C:14]2[CH:19]=[CH:18][C:17]([CH3:20])=[CH:16][CH:15]=2)(=[O:13])=[O:12])=[CH:4][CH:3]=1.[CH3:25][NH:26][CH3:27]. (2) Given the product [P:1]([OH:8])([OH:3])([O:13][CH2:14][C@@H:15]1[CH2:19][CH2:18][CH2:17][N:16]1[CH2:20][CH2:21][CH2:22][O:23][C:24]1[CH:33]=[C:32]2[C:27]([C:28]([NH:34][C:35]3[CH:36]=[N:37][C:38]([NH:41][C:42](=[O:50])[C:43]4[CH:48]=[CH:47][CH:46]=[C:45]([Cl:49])[CH:44]=4)=[CH:39][CH:40]=3)=[N:29][CH:30]=[N:31]2)=[CH:26][C:25]=1[O:51][CH3:52])=[O:2].[P:1]([OH:13])([OH:8])([O:3][CH3:4])=[O:2], predict the reactants needed to synthesize it. The reactants are: [P:1]([O:13][CH2:14][C@@H:15]1[CH2:19][CH2:18][CH2:17][N:16]1[CH2:20][CH2:21][CH2:22][O:23][C:24]1[CH:33]=[C:32]2[C:27]([C:28]([NH:34][C:35]3[CH:36]=[N:37][C:38]([NH:41][C:42](=[O:50])[C:43]4[CH:48]=[CH:47][CH:46]=[C:45]([Cl:49])[CH:44]=4)=[CH:39][CH:40]=3)=[N:29][CH:30]=[N:31]2)=[CH:26][C:25]=1[O:51][CH3:52])([O:8]C(C)(C)C)([O:3][C:4](C)(C)C)=[O:2].Cl. (3) Given the product [O:1]=[C:2]1[N:10]([CH2:11][CH2:12][CH3:13])[C:9]2[N:8]=[C:7]([C:14]34[CH2:21][CH2:20][C:17]([CH:22]=[CH:31][C:29]#[N:30])([CH2:18][CH2:19]3)[CH2:16][CH2:15]4)[NH:6][C:5]=2[C:4](=[O:24])[N:3]1[CH2:25][CH2:26][CH3:27], predict the reactants needed to synthesize it. The reactants are: [O:1]=[C:2]1[N:10]([CH2:11][CH2:12][CH3:13])[C:9]2[N:8]=[C:7]([C:14]34[CH2:21][CH2:20][C:17]([CH:22]=O)([CH2:18][CH2:19]3)[CH2:16][CH2:15]4)[NH:6][C:5]=2[C:4](=[O:24])[N:3]1[CH2:25][CH2:26][CH3:27].[Cl-].[C:29]([CH2:31][P+](C1C=CC=CC=1)(C1C=CC=CC=1)C1C=CC=CC=1)#[N:30].C[Si]([N-][Si](C)(C)C)(C)C.[K+]. (4) Given the product [CH3:1][O:2][CH2:3][O:4][C:5]1[C:12]([O:13][CH2:14][C:15]([F:16])([F:17])[F:18])=[CH:11][CH:10]=[CH:9][C:6]=1[CH:7]=[O:8].[CH2:19]([O:21][CH:22]([O:25][CH2:26][CH3:27])[CH2:23]/[N:24]=[CH:7]/[C:6]1[CH:9]=[CH:10][CH:11]=[C:12]([O:13][CH2:14][C:15]([F:18])([F:17])[F:16])[C:5]=1[O:4][CH2:3][O:2][CH3:1])[CH3:20], predict the reactants needed to synthesize it. The reactants are: [CH3:1][O:2][CH2:3][O:4][C:5]1[C:12]([O:13][CH2:14][C:15]([F:18])([F:17])[F:16])=[CH:11][CH:10]=[CH:9][C:6]=1[CH:7]=[O:8].[CH2:19]([O:21][CH:22]([O:25][CH2:26][CH3:27])[CH2:23][NH2:24])[CH3:20]. (5) Given the product [C:1]([O:5][C:6]([N:8]1[CH2:12][CH2:11][CH2:10][C:9]1([CH2:23][CH2:24][CH2:25][CH3:26])[C:13](=[O:14])[C:15]1[CH:20]=[CH:19][C:18]([Cl:21])=[C:17]([Cl:22])[CH:16]=1)=[O:7])([CH3:4])([CH3:3])[CH3:2], predict the reactants needed to synthesize it. The reactants are: [C:1]([O:5][C:6]([N:8]1[CH2:12][CH2:11][CH2:10][C:9]1([CH2:23][CH2:24][CH2:25][CH3:26])[CH:13]([C:15]1[CH:20]=[CH:19][C:18]([Cl:21])=[C:17]([Cl:22])[CH:16]=1)[OH:14])=[O:7])([CH3:4])([CH3:3])[CH3:2]. (6) Given the product [C:23]([OH:28])(=[O:27])[C:24]([OH:26])=[O:25].[CH3:15][CH:14]([P:11]1(=[O:17])[CH2:12][CH2:13][NH:8][CH2:9][CH2:10]1)[CH3:16], predict the reactants needed to synthesize it. The reactants are: C([N:8]1[CH2:13][CH2:12][P:11](=[O:17])([CH:14]([CH3:16])[CH3:15])[CH2:10][CH2:9]1)C1C=CC=CC=1.C(O)C.O.O.[C:23]([OH:28])(=[O:27])[C:24]([OH:26])=[O:25]. (7) Given the product [CH:19]1([C:22]([O:11][CH2:10][CH2:9][O:8][CH2:7][CH2:6][O:5][CH2:4][CH2:3][O:2][CH3:1])=[O:23])[CH2:21][CH2:20]1, predict the reactants needed to synthesize it. The reactants are: [CH3:1][O:2][CH2:3][CH2:4][O:5][CH2:6][CH2:7][O:8][CH2:9][CH2:10][OH:11].C(N(CC)CC)C.[CH:19]1([C:22](Cl)=[O:23])[CH2:21][CH2:20]1.